Dataset: Forward reaction prediction with 1.9M reactions from USPTO patents (1976-2016). Task: Predict the product of the given reaction. (1) Given the reactants [F:1][C:2]([F:7])([F:6])[C:3]([OH:5])=[O:4].FC(F)(F)C(O)=O.[Cl:15][C:16]1[CH:17]=[N:18][C:19]2[NH:20][C:21]3[CH:22]=[CH:23][CH:24]=[C:25]([CH:47]=3)[CH2:26][CH2:27][C:28]3[CH:36]=[C:32]([NH:33][C:34]=1[N:35]=2)[CH:31]=[CH:30][C:29]=3[NH:37][C:38](=[O:46])[CH2:39][CH:40]1[CH2:45][CH2:44][NH:43][CH2:42][CH2:41]1.[N:48]([C:51]([CH3:54])([CH3:53])[CH3:52])=[C:49]=[O:50], predict the reaction product. The product is: [F:1][C:2]([F:7])([F:6])[C:3]([OH:5])=[O:4].[C:51]([NH:48][C:49]([N:43]1[CH2:44][CH2:45][CH:40]([CH2:39][C:38]([NH:37][C:29]2[CH:30]=[CH:31][C:32]3[NH:33][C:34]4[N:35]=[C:19]([NH:20][C:21]5[CH:22]=[CH:23][CH:24]=[C:25]([CH:47]=5)[CH2:26][CH2:27][C:28]=2[CH:36]=3)[N:18]=[CH:17][C:16]=4[Cl:15])=[O:46])[CH2:41][CH2:42]1)=[O:50])([CH3:54])([CH3:53])[CH3:52]. (2) Given the reactants [CH3:1][C:2]1[CH:10]=[C:9]2[C:5]([CH2:6][CH2:7][C:8]2=[O:11])=[CH:4][CH:3]=1.Cl.O1CCOCC1.[N:19](OCCC(C)C)=[O:20], predict the reaction product. The product is: [CH3:1][C:2]1[CH:10]=[C:9]2[C:5]([CH2:6][C:7](=[N:19][OH:20])[C:8]2=[O:11])=[CH:4][CH:3]=1. (3) The product is: [CH:26]1([CH2:25][N:22]2[C:21]3[CH:29]=[CH:30][C:18]([C:15]4[CH:16]=[CH:17][C:12]([CH2:11][N:4]5[CH2:5][C:6](=[O:8])[NH:2][C:1]5=[O:3])=[CH:13][CH:14]=4)=[C:19]([C:31]([F:32])([F:33])[F:34])[C:20]=3[N:24]=[N:23]2)[CH2:28][CH2:27]1. Given the reactants [C:1]([N:4]([CH2:11][C:12]1[CH:17]=[CH:16][C:15]([C:18]2[CH:30]=[CH:29][C:21]3[N:22]([CH2:25][CH:26]4[CH2:28][CH2:27]4)[N:23]=[N:24][C:20]=3[C:19]=2[C:31]([F:34])([F:33])[F:32])=[CH:14][CH:13]=1)[CH2:5][C:6]([O:8]CC)=O)(=[O:3])[NH2:2], predict the reaction product. (4) The product is: [C:35]1([CH:23]([C:17]2[CH:22]=[CH:21][CH:20]=[CH:19][CH:18]=2)[CH2:24][N:25]([CH2:26][C:27]2[CH:28]=[CH:29][C:30]([O:33][CH3:34])=[CH:31][CH:32]=2)[CH2:14][CH2:13][CH2:12][O:11][C:7]2[CH:6]=[C:5]([CH2:4][C:3]([O:2][CH3:1])=[O:16])[CH:10]=[CH:9][CH:8]=2)[CH:36]=[CH:37][CH:38]=[CH:39][CH:40]=1. Given the reactants [CH3:1][O:2][C:3](=[O:16])[CH2:4][C:5]1[CH:10]=[CH:9][CH:8]=[C:7]([O:11][CH2:12][CH2:13][CH2:14]Br)[CH:6]=1.[C:17]1([CH:23]([C:35]2[CH:40]=[CH:39][CH:38]=[CH:37][CH:36]=2)[CH2:24][NH:25][CH2:26][C:27]2[CH:32]=[CH:31][C:30]([O:33][CH3:34])=[CH:29][CH:28]=2)[CH:22]=[CH:21][CH:20]=[CH:19][CH:18]=1.C([O-])([O-])=O.[K+].[K+], predict the reaction product. (5) Given the reactants ClC1C=C(NC2C3C(=CC(OCCOC)=C(N)C=3)N=CN=2)C=CC=1F.Cl[C:27]1[C:36]2[C:31](=[CH:32][C:33]([O:40][CH3:41])=[C:34]([N+:37]([O-])=O)[CH:35]=2)[N:30]=[CH:29][N:28]=1.[Cl:42][C:43]1[CH:51]=[CH:50][C:46]2[O:47][CH2:48][O:49][C:45]=2[C:44]=1[NH2:52], predict the reaction product. The product is: [Cl:42][C:43]1[CH:51]=[CH:50][C:46]2[O:47][CH2:48][O:49][C:45]=2[C:44]=1[NH:52][C:27]1[C:36]2[C:31](=[CH:32][C:33]([O:40][CH3:41])=[C:34]([NH2:37])[CH:35]=2)[N:30]=[CH:29][N:28]=1. (6) Given the reactants Br[C:2]1[CH:15]=[C:14]2[C:5]([O:6][CH2:7][CH2:8][N:9]3[C:13]2=[N:12][C:11]([C:16]2[N:20]([CH:21]([CH3:23])[CH3:22])[N:19]=[C:18]([CH3:24])[N:17]=2)=[CH:10]3)=[CH:4][C:3]=1[F:25].[Li+].[Cl-].C([Sn](CCCC)(CCCC)[C:33]([O:35][CH2:36][CH3:37])=[CH2:34])CCC.[F-].[K+], predict the reaction product. The product is: [CH2:36]([O:35][C:33]([C:2]1[CH:15]=[C:14]2[C:5]([O:6][CH2:7][CH2:8][N:9]3[C:13]2=[N:12][C:11]([C:16]2[N:20]([CH:21]([CH3:23])[CH3:22])[N:19]=[C:18]([CH3:24])[N:17]=2)=[CH:10]3)=[CH:4][C:3]=1[F:25])=[CH2:34])[CH3:37]. (7) Given the reactants Br[C:2]1[CH:29]=[CH:28][C:5]([CH2:6][N:7]2[C:11]3[CH:12]=[CH:13][CH:14]=[CH:15][C:10]=3[N:9]([CH2:16][CH2:17][CH2:18][O:19][C:20]3[CH:25]=[CH:24][C:23]([F:26])=[CH:22][CH:21]=3)[C:8]2=[NH:27])=[CH:4][CH:3]=1.[Cl:30][C:31]1[CH:43]=[CH:42][C:34]([CH2:35][N:36]2[CH2:41][CH2:40][NH:39][CH2:38][CH2:37]2)=[CH:33][CH:32]=1.CC(C)([O-])C.[K+].C1C=CC(P(C2C(C3C(P(C4C=CC=CC=4)C4C=CC=CC=4)=CC=C4C=3C=CC=C4)=C3C(C=CC=C3)=CC=2)C2C=CC=CC=2)=CC=1, predict the reaction product. The product is: [Cl:30][C:31]1[CH:43]=[CH:42][C:34]([CH2:35][N:36]2[CH2:41][CH2:40][N:39]([C:2]3[CH:29]=[CH:28][C:5]([CH2:6][N:7]4[C:11]5[CH:12]=[CH:13][CH:14]=[CH:15][C:10]=5[N:9]([CH2:16][CH2:17][CH2:18][O:19][C:20]5[CH:25]=[CH:24][C:23]([F:26])=[CH:22][CH:21]=5)[C:8]4=[NH:27])=[CH:4][CH:3]=3)[CH2:38][CH2:37]2)=[CH:33][CH:32]=1. (8) Given the reactants O[CH2:2][C:3]1[CH:4]=[CH:5][C:6]([C:9]#[N:10])=[N:7][CH:8]=1.S(Cl)(C)(=O)=O.C(N(CC)CC)C.S([O-])(=O)(=O)C.[N-:28]=[N+:29]=[N-:30].[Na+], predict the reaction product. The product is: [N:28]([CH2:2][C:3]1[CH:4]=[CH:5][C:6]([C:9]#[N:10])=[N:7][CH:8]=1)=[N+:29]=[N-:30]. (9) Given the reactants Cl[C:2]1[C:7]([C:8]([C:10]2[CH:15]=[C:14]([O:16][CH3:17])[C:13]([O:18][CH3:19])=[C:12]([O:20][CH3:21])[CH:11]=2)=[O:9])=[CH:6][C:5]([C:22]2[S:23][CH:24]=[CH:25][N:26]=2)=[CH:4][N:3]=1.O.[NH3:28], predict the reaction product. The product is: [NH2:28][C:2]1[C:7]([C:8]([C:10]2[CH:15]=[C:14]([O:16][CH3:17])[C:13]([O:18][CH3:19])=[C:12]([O:20][CH3:21])[CH:11]=2)=[O:9])=[CH:6][C:5]([C:22]2[S:23][CH:24]=[CH:25][N:26]=2)=[CH:4][N:3]=1.